This data is from Full USPTO retrosynthesis dataset with 1.9M reactions from patents (1976-2016). The task is: Predict the reactants needed to synthesize the given product. Given the product [CH:1]([O:4][C:5]1[N:10]=[C:9]([C:11]2[C:19]3[C:14](=[CH:15][CH:16]=[C:17]([C:20]4[N:24]=[C:23]([NH:25][CH3:26])[O:22][N:21]=4)[CH:18]=3)[NH:13][CH:12]=2)[CH:8]=[N:7][CH:6]=1)([CH3:3])[CH3:2], predict the reactants needed to synthesize it. The reactants are: [CH:1]([O:4][C:5]1[N:10]=[C:9]([C:11]2[C:19]3[C:14](=[CH:15][CH:16]=[C:17]([C:20]4[N:24]=[C:23]([NH:25][CH3:26])[O:22][N:21]=4)[CH:18]=3)[N:13](S(C3C=CC(C)=CC=3)(=O)=O)[CH:12]=2)[CH:8]=[N:7][CH:6]=1)([CH3:3])[CH3:2].[OH-].[Na+].